Dataset: Reaction yield outcomes from USPTO patents with 853,638 reactions. Task: Predict the reaction yield, written as a fraction of the theoretical maximum amount of product (1.0 means a 100% yield; for example, 0.34 means a 34% yield). (1) The reactants are [CH3:1][O:2][C:3]1[CH:4]=[C:5]([C:19]2[CH:20]=[C:21]3[C:27]([C:28]4[CH:29]=[CH:30][C:31]([OH:34])=[N:32][CH:33]=4)=[CH:26][NH:25][C:22]3=[N:23][CH:24]=2)[CH:6]=[CH:7][C:8]=1[O:9]CC1C=CC(OC)=CC=1.C1(S)C=CC=CC=1.C(O)(C(F)(F)F)=O. The catalyst is ClCCl. The product is [OH:9][C:8]1[CH:7]=[CH:6][C:5]([C:19]2[CH:20]=[C:21]3[C:27]([C:28]4[CH:29]=[CH:30][C:31]([OH:34])=[N:32][CH:33]=4)=[CH:26][NH:25][C:22]3=[N:23][CH:24]=2)=[CH:4][C:3]=1[O:2][CH3:1]. The yield is 0.800. (2) The reactants are C(=O)([O-])[O-].[K+].[K+].CC(C)(C)C(O)=O.Br[C:15]1[CH:20]=[CH:19][C:18]([Cl:21])=[CH:17][C:16]=1[CH2:22][O:23][C:24]1[CH:29]=[CH:28][CH:27]=[C:26]([O:30][CH3:31])[CH:25]=1. The catalyst is CN(C)C(=O)C.FC1C=CC(P(C2C=CC(F)=CC=2)C2C=CC(F)=CC=2)=CC=1. The product is [Cl:21][C:18]1[CH:19]=[CH:20][C:15]2[C:29]3[C:24](=[CH:25][C:26]([O:30][CH3:31])=[CH:27][CH:28]=3)[O:23][CH2:22][C:16]=2[CH:17]=1. The yield is 0.980. (3) The catalyst is C(O)C. The yield is 0.590. The reactants are [C-:1]#[N:2].[Na+].[C:4](=[O:7])([O-])[O-].[NH4+:8].[NH4+].[CH3:10][CH:11]([CH2:14][C:15]([F:18])([F:17])[F:16])[CH:12]=O.[OH2:19]. The product is [F:16][C:15]([F:18])([F:17])[CH2:14][CH:11]([CH:12]1[NH:8][C:1](=[O:19])[NH:2][C:4]1=[O:7])[CH3:10].